From a dataset of Reaction yield outcomes from USPTO patents with 853,638 reactions. Predict the reaction yield, written as a fraction of the theoretical maximum amount of product (1.0 means a 100% yield; for example, 0.34 means a 34% yield). (1) The reactants are [Cl:1][C:2]1[N:7]=[CH:6][C:5]([CH2:8][NH2:9])=[CH:4][CH:3]=1.Br[CH2:11][CH2:12][CH2:13][C:14]#[N:15].C(=O)([O-])[O-].[K+].[K+]. The catalyst is CN(C)C=O. The product is [Cl:1][C:2]1[N:7]=[CH:6][C:5]([CH2:8][NH:9][CH2:11][CH2:12][CH2:13][C:14]#[N:15])=[CH:4][CH:3]=1. The yield is 0.480. (2) The catalyst is CCO. The yield is 0.790. The product is [Cl:24][CH2:23][CH2:22][CH2:21][CH2:20][S:18][C:3]1[N:2]([CH3:1])[C:6]([C:7]2[CH:16]=[CH:15][CH:14]=[C:13]3[C:8]=2[CH:9]=[CH:10][C:11]([CH3:17])=[N:12]3)=[N:5][N:4]=1. The reactants are [CH3:1][N:2]1[C:6]([C:7]2[CH:16]=[CH:15][CH:14]=[C:13]3[C:8]=2[CH:9]=[CH:10][C:11]([CH3:17])=[N:12]3)=[N:5][NH:4][C:3]1=[S:18].Br[CH2:20][CH2:21][CH2:22][CH2:23][Cl:24].[H-].[Na+].C(OCC)(=O)C. (3) The reactants are [CH3:1][CH:2]([CH2:6][C:7](=O)[C:8]1[CH:13]=[CH:12][CH:11]=[CH:10][CH:9]=1)[C:3](O)=[O:4].O.[NH2:16][NH2:17]. The catalyst is C(O)C. The product is [CH3:1][CH:2]1[CH2:6][C:7]([C:8]2[CH:13]=[CH:12][CH:11]=[CH:10][CH:9]=2)=[N:17][NH:16][C:3]1=[O:4]. The yield is 0.961. (4) The reactants are I[CH2:2][CH2:3][CH3:4].[OH:5][C:6]1[C:7]([O:14][CH2:15][CH2:16][O:17][CH3:18])=[C:8]([CH:11]=[CH:12][CH:13]=1)[CH:9]=[O:10].C(=O)([O-])[O-].[K+].[K+]. The catalyst is CN(C=O)C. The product is [CH3:18][O:17][CH2:16][CH2:15][O:14][C:7]1[C:6]([O:5][CH2:2][CH2:3][CH3:4])=[CH:13][CH:12]=[CH:11][C:8]=1[CH:9]=[O:10]. The yield is 1.00. (5) The reactants are N1(C2CCCCCCCCCC2)CCCN=CCCCC[CH2:2]1.[F:23][C:24]([F:46])([F:45])[O:25][C:26]1[CH:31]=[CH:30][C:29]([N:32]2[CH:36]=[N:35][C:34]([C:37]3[CH:44]=[CH:43][C:40]([CH:41]=O)=[CH:39][CH:38]=3)=[N:33]2)=[CH:28][CH:27]=1.O. The catalyst is [Br-].C[P+](C1C=CC=CC=1)(C1C=CC=CC=1)C1C=CC=CC=1.O1CCCC1. The product is [F:23][C:24]([F:46])([F:45])[O:25][C:26]1[CH:31]=[CH:30][C:29]([N:32]2[CH:36]=[N:35][C:34]([C:37]3[CH:44]=[CH:43][C:40]([CH:41]=[CH2:2])=[CH:39][CH:38]=3)=[N:33]2)=[CH:28][CH:27]=1. The yield is 0.670.